This data is from Reaction yield outcomes from USPTO patents with 853,638 reactions. The task is: Predict the reaction yield, written as a fraction of the theoretical maximum amount of product (1.0 means a 100% yield; for example, 0.34 means a 34% yield). (1) The reactants are [C:1]([C:5]1[CH:6]=[C:7]([CH:11]2[CH2:16][CH:15]([C:17]([O:19]C)=[O:18])[CH2:14][CH2:13][N:12]2[C:21]([O:23][CH3:24])=[O:22])[CH:8]=[CH:9][CH:10]=1)([CH3:4])([CH3:3])[CH3:2].[Br-].[Li+].C(N(CC)CC)C.CC(OC)(C)C. The catalyst is C(#N)C.O. The product is [C:1]([C:5]1[CH:6]=[C:7]([CH:11]2[CH2:16][CH:15]([C:17]([OH:19])=[O:18])[CH2:14][CH2:13][N:12]2[C:21]([O:23][CH3:24])=[O:22])[CH:8]=[CH:9][CH:10]=1)([CH3:4])([CH3:2])[CH3:3]. The yield is 0.900. (2) The reactants are [CH3:1][O:2][C:3]1[CH:8]=[CH:7][CH:6]=[CH:5][C:4]=1[S:9][CH2:10][CH2:11][CH2:12][CH2:13][CH2:14][C:15](O)=O.BrCCCCCC[CH2:25][CH2:26][CH2:27][C:28]([O:30]CC)=[O:29].COC1C=CC=CC=1S.[OH-].[K+]. The catalyst is C(O)C. The product is [CH3:1][O:2][C:3]1[CH:8]=[CH:7][CH:6]=[CH:5][C:4]=1[S:9][CH2:10][CH2:11][CH2:12][CH2:13][CH2:14][CH2:15][CH2:25][CH2:26][CH2:27][C:28]([OH:30])=[O:29]. The yield is 0.960. (3) The reactants are CS(C)=O.C(Cl)(=O)C(Cl)=O.[Cl:11][C:12]1[CH:13]=[C:14]([C:19]([CH3:24])([CH3:23])[CH:20]([OH:22])[CH3:21])[CH:15]=[CH:16][C:17]=1[Cl:18].CCN(CC)CC. The catalyst is C(Cl)Cl.O. The product is [Cl:11][C:12]1[CH:13]=[C:14]([C:19]([CH3:24])([CH3:23])[C:20](=[O:22])[CH3:21])[CH:15]=[CH:16][C:17]=1[Cl:18]. The yield is 0.890. (4) The yield is 0.980. The product is [Cl:1][C:2]1[CH:21]=[CH:20][C:5]([CH2:6][CH:7]2[CH2:8][CH2:9][N:10]([C:13]([O:15][C:16]([CH3:19])([CH3:17])[CH3:18])=[O:14])[CH2:11][CH2:12]2)=[CH:4][C:3]=1[F:22]. The catalyst is [Pt](=O)=O. The reactants are [Cl:1][C:2]1[CH:21]=[CH:20][C:5]([CH:6]=[C:7]2[CH2:12][CH2:11][N:10]([C:13]([O:15][C:16]([CH3:19])([CH3:18])[CH3:17])=[O:14])[CH2:9][CH2:8]2)=[CH:4][C:3]=1[F:22]. (5) The reactants are [F:1][C:2]1[CH:8]=[C:7]([F:9])[CH:6]=[C:5]([F:10])[C:3]=1[NH2:4].C[Si]([N-][Si](C)(C)C)(C)C.[Na+].[F:21][C:22]1[C:23]([CH2:56][CH2:57][N:58]2[CH2:63][CH2:62][CH2:61][CH2:60][CH2:59]2)=[CH:24][C:25]([O:54][CH3:55])=[C:26]([NH:28][C:29]2[N:34]=[C:33]([C:35]3[N:39]4[CH:40]=[CH:41][CH:42]=[CH:43][C:38]4=[N:37][C:36]=3[C:44]3[CH:45]=[C:46]([CH:51]=[CH:52][CH:53]=3)[C:47](OC)=[O:48])[CH:32]=[CH:31][N:30]=2)[CH:27]=1.CO. The catalyst is C1COCC1. The product is [F:21][C:22]1[C:23]([CH2:56][CH2:57][N:58]2[CH2:59][CH2:60][CH2:61][CH2:62][CH2:63]2)=[CH:24][C:25]([O:54][CH3:55])=[C:26]([NH:28][C:29]2[N:34]=[C:33]([C:35]3[N:39]4[CH:40]=[CH:41][CH:42]=[CH:43][C:38]4=[N:37][C:36]=3[C:44]3[CH:45]=[C:46]([CH:51]=[CH:52][CH:53]=3)[C:47]([NH:4][C:3]3[C:2]([F:1])=[CH:8][C:7]([F:9])=[CH:6][C:5]=3[F:10])=[O:48])[CH:32]=[CH:31][N:30]=2)[CH:27]=1. The yield is 0.620.